From a dataset of Catalyst prediction with 721,799 reactions and 888 catalyst types from USPTO. Predict which catalyst facilitates the given reaction. (1) Reactant: [C:1]([C:5]1[N:6]=[C:7]([NH:10][C:11]([C:13]2[CH:35]=[CH:34][N:16]3[C:17](=[O:33])[C:18](/[CH:27]=[CH:28]/[C:29]([O:31]C)=[O:30])=[C:19]([N:21]4[CH2:26][CH2:25][O:24][CH2:23][CH2:22]4)[N:20]=[C:15]3[CH:14]=2)=[O:12])[S:8][CH:9]=1)([CH3:4])([CH3:3])[CH3:2].CO.[OH-].[Na+].Cl. Product: [C:1]([C:5]1[N:6]=[C:7]([NH:10][C:11]([C:13]2[CH:35]=[CH:34][N:16]3[C:17](=[O:33])[C:18](/[CH:27]=[CH:28]/[C:29]([OH:31])=[O:30])=[C:19]([N:21]4[CH2:22][CH2:23][O:24][CH2:25][CH2:26]4)[N:20]=[C:15]3[CH:14]=2)=[O:12])[S:8][CH:9]=1)([CH3:4])([CH3:2])[CH3:3]. The catalyst class is: 132. (2) Reactant: [Cl:1][C:2]1[CH:10]=[C:9]2[C:5]([C:6]([CH:11]=[O:12])=[CH:7][NH:8]2)=[CH:4][CH:3]=1.[H-].[Na+].[CH3:15][O:16][C:17]1[C:26]2[C:21](=[CH:22][CH:23]=[CH:24][CH:25]=2)[C:20]([S:27](Cl)(=[O:29])=[O:28])=[CH:19][C:18]=1[N:31]1[CH2:36][CH2:35][N:34]([C:37](=[O:42])[C:38]([Cl:41])([Cl:40])[Cl:39])[CH2:33][CH2:32]1. Product: [Cl:1][C:2]1[CH:10]=[C:9]2[C:5]([C:6]([CH:11]=[O:12])=[CH:7][N:8]2[S:27]([C:20]2[C:21]3[C:26](=[CH:25][CH:24]=[CH:23][CH:22]=3)[C:17]([O:16][CH3:15])=[C:18]([N:31]3[CH2:36][CH2:35][N:34]([C:37](=[O:42])[C:38]([Cl:41])([Cl:39])[Cl:40])[CH2:33][CH2:32]3)[CH:19]=2)(=[O:28])=[O:29])=[CH:4][CH:3]=1. The catalyst class is: 1. (3) Reactant: Cl.[CH3:2][O:3][C:4]1[CH:5]=[C:6]([CH:24]=[CH:25][C:26]=1[O:27][CH3:28])[CH2:7][C:8]1[C:17]2[C:12](=[CH:13][C:14]([O:20][CH3:21])=[C:15]([O:18][CH3:19])[CH:16]=2)[C:11]([CH3:22])=[N:10][C:9]=1[OH:23].[C:29](=O)([O-])[O-].[Cs+].[Cs+].IC. Product: [CH3:2][O:3][C:4]1[CH:5]=[C:6]([CH:24]=[CH:25][C:26]=1[O:27][CH3:28])[CH2:7][C:8]1[C:17]2[C:12](=[CH:13][C:14]([O:20][CH3:21])=[C:15]([O:18][CH3:19])[CH:16]=2)[C:11]([CH3:22])=[N:10][C:9]=1[O:23][CH3:29]. The catalyst class is: 215. (4) Reactant: [NH2:1][CH2:2][C@@H:3]([C:5]1[CH:16]=[CH:15][C:8]2[O:9][C:10]([CH3:14])([CH3:13])[O:11][CH2:12][C:7]=2[CH:6]=1)[OH:4].[C:17](N1C=CN=C1)(N1C=CN=C1)=[O:18].C(N(CC)CC)C. Product: [CH3:14][C:10]1([CH3:13])[O:9][C:8]2[CH:15]=[CH:16][C:5]([C@H:3]3[O:4][C:17](=[O:18])[NH:1][CH2:2]3)=[CH:6][C:7]=2[CH2:12][O:11]1. The catalyst class is: 22. (5) Product: [I:1][C:2]1[CH:7]=[CH:6][N:5]=[C:4]2[NH:8][C:9]([C:11]3[CH:12]=[CH:13][C:14]([C:15]([OH:17])=[O:16])=[CH:19][CH:20]=3)=[N:10][C:3]=12. Reactant: [I:1][C:2]1[CH:7]=[CH:6][N:5]=[C:4]2[NH:8][C:9]([C:11]3[CH:20]=[CH:19][C:14]([C:15]([O:17]C)=[O:16])=[CH:13][CH:12]=3)=[N:10][C:3]=12.[OH-].[Li+].Cl. The catalyst class is: 20.